This data is from Catalyst prediction with 721,799 reactions and 888 catalyst types from USPTO. The task is: Predict which catalyst facilitates the given reaction. (1) Reactant: [F:1][C:2]1[CH:25]=[CH:24][CH:23]=[CH:22][C:3]=1[CH2:4][C:5]1[C:9]2=[N:10][CH:11]=[CH:12][CH:13]=[C:8]2[N:7]([C:14]2[N:19]=[C:18]([NH2:20])[C:17]([NH2:21])=[CH:16][N:15]=2)[N:6]=1.Cl[C:27]([O:29][CH3:30])=[O:28].C(OCC)(=O)C. Product: [CH3:30][O:29][C:27](=[O:28])[NH:21][C:17]1[C:18]([NH2:20])=[N:19][C:14]([N:7]2[C:8]3[C:9](=[N:10][CH:11]=[CH:12][CH:13]=3)[C:5]([CH2:4][C:3]3[CH:22]=[CH:23][CH:24]=[CH:25][C:2]=3[F:1])=[N:6]2)=[N:15][CH:16]=1. The catalyst class is: 17. (2) Reactant: F[C:2]1[CH:3]=[C:4]([C:11]2[S:15][C:14]([N:16]([C:38]([O:40][C:41]([CH3:44])([CH3:43])[CH3:42])=[O:39])[CH2:17][C@@H:18]([NH:30][C:31](=[O:37])[O:32][C:33]([CH3:36])([CH3:35])[CH3:34])[CH2:19][C:20]3[CH:25]=[CH:24][C:23]([C:26]([F:29])([F:28])[F:27])=[CH:22][CH:21]=3)=[N:13][N:12]=2)[CH:5]=[CH:6][C:7]=1[N+:8]([O-:10])=[O:9].[CH3:45][NH2:46].CCOC(C)=O. Product: [CH3:45][NH:46][C:2]1[CH:3]=[C:4]([C:11]2[S:15][C:14]([N:16]([C:38]([O:40][C:41]([CH3:44])([CH3:42])[CH3:43])=[O:39])[CH2:17][C@@H:18]([NH:30][C:31](=[O:37])[O:32][C:33]([CH3:36])([CH3:34])[CH3:35])[CH2:19][C:20]3[CH:21]=[CH:22][C:23]([C:26]([F:29])([F:27])[F:28])=[CH:24][CH:25]=3)=[N:13][N:12]=2)[CH:5]=[CH:6][C:7]=1[N+:8]([O-:10])=[O:9]. The catalyst class is: 1. (3) Reactant: Cl.[NH2:2][C:3]1[C:4]2[CH:16]=[C:15]([CH3:17])[S:14][C:5]=2[NH:6][C:7]2[CH:13]=[CH:12][CH:11]=[CH:10][C:8]=2[N:9]=1.CS(C)=O.C1(C)C=CC=CC=1.[NH:29]1[CH2:34][CH2:33]N[CH2:31][CH2:30]1. Product: [CH3:17][C:15]1[S:14][C:5]2[NH:6][C:7]3[CH:13]=[CH:12][CH:11]=[CH:10][C:8]=3[N:9]=[C:3]([N:2]3[CH2:33][CH2:34][NH:29][CH2:30][CH2:31]3)[C:4]=2[CH:16]=1. The catalyst class is: 6. (4) Reactant: [CH3:1][N:2]([CH3:30])[CH2:3][C:4]([NH:6][CH2:7][CH2:8][CH2:9][NH:10][C:11]1[N:16]=[C:15]2[N:17](COCC[Si](C)(C)C)[CH:18]=[CH:19][C:14]2=[C:13]([O:28][CH3:29])[CH:12]=1)=[O:5].O.O.O.[F-].C([N+](CCCC)(CCCC)CCCC)CCC. Product: [CH3:30][N:2]([CH3:1])[CH2:3][C:4]([NH:6][CH2:7][CH2:8][CH2:9][NH:10][C:11]1[N:16]=[C:15]2[NH:17][CH:18]=[CH:19][C:14]2=[C:13]([O:28][CH3:29])[CH:12]=1)=[O:5]. The catalyst class is: 1. (5) Reactant: [Br:1][C:2]1[N:7]=[C:6]([C:8]([OH:10])=[O:9])[CH:5]=[CH:4][CH:3]=1.[CH3:11]O. Product: [Br:1][C:2]1[N:7]=[C:6]([C:8]([O:10][CH3:11])=[O:9])[CH:5]=[CH:4][CH:3]=1. The catalyst class is: 309. (6) Reactant: C[O:2][C:3]([C:7]1[CH:12]=[CH:11][N:10]=[C:9]([NH2:13])[N:8]=1)(OC)[CH3:4]. Product: [NH2:13][C:9]1[N:8]=[C:7]([C:3](=[O:2])[CH3:4])[CH:12]=[CH:11][N:10]=1. The catalyst class is: 106. (7) Reactant: [CH3:1][O:2][C:3]1[CH:4]=[CH:5][C:6]([C:15]([OH:21])([CH3:20])[C:16]([F:19])([F:18])[F:17])=[C:7]([CH2:9][CH2:10][O:11]C(=O)C)[CH:8]=1.[OH-].[Na+]. Product: [F:17][C:16]([F:18])([F:19])[C:15]([C:6]1[CH:5]=[CH:4][C:3]([O:2][CH3:1])=[CH:8][C:7]=1[CH2:9][CH2:10][OH:11])([OH:21])[CH3:20]. The catalyst class is: 6. (8) The catalyst class is: 4. Reactant: [C:1]([O:5][C:6]([N:8]1[CH2:20][C@@H:19]([CH3:21])[N:18]2[C@H:10]([CH2:11][C:12]3[C:17]2=[N:16][C:15]([CH:22]([C:27]([CH3:32])([CH3:31])[CH:28]([CH3:30])[CH3:29])[O:23][SiH:24]([CH3:26])[CH3:25])=[C:14]([CH:33](O)[CH2:34][O:35][Si:36]([C:39]([CH3:42])([CH3:41])[CH3:40])([CH3:38])[CH3:37])[CH:13]=3)[CH2:9]1)=[O:7])([CH3:4])([CH3:3])[CH3:2].CCN(C(C)C)C(C)C.CS(Cl)(=O)=O. Product: [C:1]([O:5][C:6]([N:8]1[CH2:20][C@@H:19]([CH3:21])[N:18]2[C@H:10]([CH2:11][C:12]3[C:17]2=[N:16][C:15]([CH:22]([C:27]([CH3:31])([CH3:32])[CH:28]([CH3:29])[CH3:30])[O:23][SiH:24]([CH3:25])[CH3:26])=[C:14]([CH:33]=[CH:34][O:35][Si:36]([C:39]([CH3:42])([CH3:41])[CH3:40])([CH3:37])[CH3:38])[CH:13]=3)[CH2:9]1)=[O:7])([CH3:4])([CH3:2])[CH3:3]. (9) Reactant: [Cl:1][C:2]1[CH:7]=[CH:6][CH:5]=[C:4]([Cl:8])[C:3]=1[C:9]([C:12]1[N:13]([C:21]2[CH:26]=[CH:25][C:24]([C:27]3[CH:32]=[C:31](S(C)(=O)=O)[C:30]([CH2:37][OH:38])=[C:29]([F:39])[CH:28]=3)=[CH:23][C:22]=2[F:40])[CH:14]=[C:15]([C:17]([OH:20])([CH3:19])[CH3:18])[N:16]=1)([CH3:11])[CH3:10].[C:41]([O:45][P:46]([O:53][CH2:54][C:55]1[CH:56]=[C:57]([CH:61]=[CH:62][CH:63]=1)[C:58](O)=[O:59])([O:48][C:49]([CH3:52])([CH3:51])[CH3:50])=[O:47])([CH3:44])([CH3:43])[CH3:42].C1CCC(N=C=NC2CCCCC2)CC1. Product: [C:49]([O:48][P:46]([O:53][CH2:54][C:55]1[CH:56]=[C:57]([CH:61]=[CH:62][CH:63]=1)[C:58]([O:38][CH2:37][C:30]1[CH:31]=[CH:32][C:27]([C:24]2[CH:25]=[CH:26][C:21]([N:13]3[CH:14]=[C:15]([C:17]([OH:20])([CH3:19])[CH3:18])[N:16]=[C:12]3[C:9]([C:3]3[C:2]([Cl:1])=[CH:7][CH:6]=[CH:5][C:4]=3[Cl:8])([CH3:11])[CH3:10])=[C:22]([F:40])[CH:23]=2)=[CH:28][C:29]=1[F:39])=[O:59])([O:45][C:41]([CH3:44])([CH3:43])[CH3:42])=[O:47])([CH3:50])([CH3:51])[CH3:52]. The catalyst class is: 64.